Dataset: Full USPTO retrosynthesis dataset with 1.9M reactions from patents (1976-2016). Task: Predict the reactants needed to synthesize the given product. (1) The reactants are: [C:1]([C:4]1[C:5]2[O:14][C:13]([C:15]3[CH:20]=[CH:19][C:18]([C:21]4([NH:25]C(=O)OC(C)(C)C)[CH2:24][CH2:23][CH2:22]4)=[CH:17][CH:16]=3)=[C:12]([C:33]3[CH:38]=[CH:37][CH:36]=[CH:35][CH:34]=3)[C:6]=2[C:7](=[O:11])[N:8]([CH3:10])[CH:9]=1)(=[O:3])[NH2:2].C(OC(NC1(C2C=CC(C3OC4C(C(OC)=O)=CN(C)C(=O)C=4C=3C3C=CC=CC=3)=CC=2)CCC1)=O)(C)(C)C.C(O)(C(F)(F)F)=O. Given the product [NH2:25][C:21]1([C:18]2[CH:19]=[CH:20][C:15]([C:13]3[O:14][C:5]4[C:4]([C:1]([NH2:2])=[O:3])=[CH:9][N:8]([CH3:10])[C:7](=[O:11])[C:6]=4[C:12]=3[C:33]3[CH:34]=[CH:35][CH:36]=[CH:37][CH:38]=3)=[CH:16][CH:17]=2)[CH2:22][CH2:23][CH2:24]1, predict the reactants needed to synthesize it. (2) Given the product [CH2:18]([N:8]([CH2:7][C:5]1[S:6][C:2]([Br:1])=[CH:3][CH:4]=1)[S:9]([C:12]1[CH:17]=[CH:16][CH:15]=[CH:14][C:13]=1[C:18]([F:19])([F:21])[F:20])(=[O:11])=[O:10])[C:13]1[CH:14]=[CH:15][CH:16]=[CH:17][CH:12]=1, predict the reactants needed to synthesize it. The reactants are: [Br:1][C:2]1[S:6][C:5]([CH2:7][NH:8][S:9]([C:12]2[CH:17]=[CH:16][CH:15]=[CH:14][C:13]=2[C:18]([F:21])([F:20])[F:19])(=[O:11])=[O:10])=[CH:4][CH:3]=1.[H-].[Na+]. (3) Given the product [F:1][C:2]1[C:3]([F:11])=[C:4]([CH:8]=[CH:9][N:10]=1)[C:5]([NH2:18])=[O:6], predict the reactants needed to synthesize it. The reactants are: [F:1][C:2]1[C:3]([F:11])=[C:4]([CH:8]=[CH:9][N:10]=1)[C:5](O)=[O:6].N.CO.C([N:18](C(C)C)CC)(C)C.O. (4) The reactants are: [CH3:1][O:2][C:3](=[O:46])[C:4]1[CH:9]=[CH:8][C:7]([CH2:10][N:11]2[CH:15]=[C:14]([C:16]3[CH:21]=[CH:20][C:19]([Cl:22])=[CH:18][C:17]=3[Cl:23])[N:13]=[C:12]2/[CH:24]=[CH:25]/[C:26]2[CH:31]=[CH:30][C:29]([C:32]3[CH:37]=[CH:36][C:35]([O:38][C:39]4[CH:44]=[CH:43][C:42]([NH2:45])=[CH:41][CH:40]=4)=[CH:34][CH:33]=3)=[CH:28][CH:27]=2)=[CH:6][CH:5]=1.[CH3:47][S:48](Cl)(=[O:50])=[O:49]. Given the product [CH3:1][O:2][C:3](=[O:46])[C:4]1[CH:9]=[CH:8][C:7]([CH2:10][N:11]2[CH:15]=[C:14]([C:16]3[CH:21]=[CH:20][C:19]([Cl:22])=[CH:18][C:17]=3[Cl:23])[N:13]=[C:12]2/[CH:24]=[CH:25]/[C:26]2[CH:31]=[CH:30][C:29]([C:32]3[CH:37]=[CH:36][C:35]([O:38][C:39]4[CH:40]=[CH:41][C:42]([NH:45][S:48]([CH3:47])(=[O:50])=[O:49])=[CH:43][CH:44]=4)=[CH:34][CH:33]=3)=[CH:28][CH:27]=2)=[CH:6][CH:5]=1, predict the reactants needed to synthesize it. (5) Given the product [CH2:1]([NH:5][C:6](=[O:45])[C@H:7]([CH3:44])[CH2:8][C@H:9]([OH:43])[C@@H:10]([NH:35][C:36]([O:38][C:39]([CH3:40])([CH3:42])[CH3:41])=[O:37])[CH2:11][C@@H:12]([CH:32]([CH3:33])[CH3:34])[CH2:13][C:14]1[CH:19]=[CH:18][C:17]([C:20]([CH3:23])([CH3:22])[CH3:21])=[C:16]([OH:24])[CH:15]=1)[CH2:2][CH2:3][CH3:4], predict the reactants needed to synthesize it. The reactants are: [CH2:1]([NH:5][C:6](=[O:45])[C:7](=[CH2:44])[CH2:8][C@H:9]([OH:43])[C@@H:10]([NH:35][C:36]([O:38][C:39]([CH3:42])([CH3:41])[CH3:40])=[O:37])[CH2:11][C@@H:12]([CH:32]([CH3:34])[CH3:33])[CH2:13][C:14]1[CH:19]=[CH:18][C:17]([C:20]([CH3:23])([CH3:22])[CH3:21])=[C:16]([O:24]CC2C=CC=CC=2)[CH:15]=1)[CH2:2][CH2:3][CH3:4]. (6) Given the product [C:18](=[O:12])([OH:20])[O-:19].[NH4+:3].[C:18](=[O:15])([O-:20])[O-:19].[NH4+:9].[NH4+:17], predict the reactants needed to synthesize it. The reactants are: N.C[N:3](CC)CC.C[N:9](C)CC[OH:12].C(C[NH2:17])[OH:15].[C:18](=[O:20])=[O:19]. (7) Given the product [F:26][C:24]([F:25])([F:27])[C:22]1[CH:21]=[CH:20][N:19]2[C:15]([C:2]3[CH:9]=[CH:8][C:5]([C:6]#[N:7])=[CH:4][N:3]=3)=[CH:16][N:17]=[C:18]2[N:23]=1, predict the reactants needed to synthesize it. The reactants are: Cl[C:2]1[CH:9]=[CH:8][C:5]([C:6]#[N:7])=[CH:4][N:3]=1.C([Sn](CCCC)(CCCC)[C:15]1[N:19]2[CH:20]=[CH:21][C:22]([C:24]([F:27])([F:26])[F:25])=[N:23][C:18]2=[N:17][CH:16]=1)CCC. (8) The reactants are: [C:1]1([NH:7][S:8]([CH:11]=[CH2:12])(=[O:10])=[O:9])[CH:6]=[CH:5][CH:4]=[CH:3][CH:2]=1.CCN(C(C)C)C(C)C.[CH3:22][C:23]1[S:24][C:25]2[CH:31]=[CH:30][C:29]([O:32][CH2:33][C@H:34]([OH:42])[CH2:35][N:36]3[CH2:41][CH2:40][NH:39][CH2:38][CH2:37]3)=[CH:28][C:26]=2[N:27]=1. Given the product [OH:42][C@@H:34]([CH2:33][O:32][C:29]1[CH:30]=[CH:31][C:25]2[S:24][C:23]([CH3:22])=[N:27][C:26]=2[CH:28]=1)[CH2:35][N:36]1[CH2:37][CH2:38][N:39]([CH2:12][CH2:11][S:8]([NH:7][C:1]2[CH:2]=[CH:3][CH:4]=[CH:5][CH:6]=2)(=[O:10])=[O:9])[CH2:40][CH2:41]1, predict the reactants needed to synthesize it. (9) Given the product [CH:1]1([NH:4][C:5](=[O:27])[C:6]2[CH:11]=[CH:10][C:9]([CH3:12])=[C:8]([N:13]3[CH:22]=[C:21]([CH3:23])[C:20]4[C:15](=[CH:16][C:17]([OH:24])=[CH:18][CH:19]=4)[C:14]3=[O:26])[CH:7]=2)[CH2:2][CH2:3]1, predict the reactants needed to synthesize it. The reactants are: [CH:1]1([NH:4][C:5](=[O:27])[C:6]2[CH:11]=[CH:10][C:9]([CH3:12])=[C:8]([N:13]3[CH:22]=[C:21]([CH3:23])[C:20]4[C:15](=[CH:16][C:17]([O:24]C)=[CH:18][CH:19]=4)[C:14]3=[O:26])[CH:7]=2)[CH2:3][CH2:2]1.[I-].[Li+].Cl. (10) Given the product [F:16][C:5]1[C:6]([N:8]2[C:12](=[O:13])[N:11]([CH3:14])[C:10]([CH3:15])=[N:9]2)=[CH:7][C:2]2[N:1]=[C:21]([SH:23])[S:22][C:3]=2[CH:4]=1, predict the reactants needed to synthesize it. The reactants are: [NH2:1][C:2]1[C:3](Br)=[CH:4][C:5]([F:16])=[C:6]([N:8]2[C:12](=[O:13])[N:11]([CH3:14])[C:10]([CH3:15])=[N:9]2)[CH:7]=1.CCO[C:21]([S-:23])=[S:22].[K+].Cl.